This data is from Serine/threonine kinase 33 screen with 319,792 compounds. The task is: Binary Classification. Given a drug SMILES string, predict its activity (active/inactive) in a high-throughput screening assay against a specified biological target. (1) The compound is o1c(C(=O)Nc2c(C(=O)Nc3cc(ccc3)C)cccc2)ccc1. The result is 0 (inactive). (2) The drug is OC1(c2c(N(C1=O)CCc1ccccc1)cccc2)CC(=O)c1c(coc1C)C. The result is 0 (inactive). (3) The compound is S1c2n(c(=O)c3n(c4c(c3n2)cc(F)cc4)CC(=O)Nc2cc(F)c(cc2)C)CC1. The result is 0 (inactive). (4) The drug is O1CCN(CC1)C(=O)Cn1nnc2c(c1=O)cccc2. The result is 0 (inactive). (5) The compound is Clc1c(S(=O)(=O)CC(=O)Nc2ccc(OC)cc2)cccc1. The result is 0 (inactive). (6) The molecule is O(c1c(NC(=O)CCC(=O)Nc2c(OC)cc(OC)cc2)cc(OC)c(NC(=O)c2occc2)c1)C. The result is 0 (inactive). (7) The result is 0 (inactive). The drug is S1\C(C(=O)N(CCC(=O)Nc2ccc(cc2)C(O)=O)C1=S)=C\c1sccc1. (8) The compound is s1c(C(N(C)C)CNC(=O)CNC(=O)c2cc(c(cc2)C)C)ccc1. The result is 0 (inactive). (9) The molecule is s1c2c(nc1C)ccc(C(=O)NCc1cc3OCOc3cc1)c2. The result is 0 (inactive).